This data is from Peptide-MHC class I binding affinity with 185,985 pairs from IEDB/IMGT. The task is: Regression. Given a peptide amino acid sequence and an MHC pseudo amino acid sequence, predict their binding affinity value. This is MHC class I binding data. (1) The peptide sequence is HQIWLALRY. The MHC is HLA-A26:01 with pseudo-sequence HLA-A26:01. The binding affinity (normalized) is 0.0847. (2) The peptide sequence is ILLFVIVIYI. The MHC is HLA-A02:01 with pseudo-sequence HLA-A02:01. The binding affinity (normalized) is 0.810.